Task: Binary Classification. Given a drug SMILES string, predict its activity (active/inactive) in a high-throughput screening assay against a specified biological target.. Dataset: Tyrosyl-DNA phosphodiesterase HTS with 341,365 compounds (1) The molecule is o1c(c2ccc(cc2)C(O)=O)ccc1/C=C(\c1[nH]c2c(n1)cccc2)C#N. The result is 0 (inactive). (2) The result is 0 (inactive). The drug is O(c1ccc(C2N=C(NC(=N2)c2ccccc2)c2ccccc2)cc1)C. (3) The drug is S\1c2nc3c(cc2CN(CCOC)C1=N/c1ccc(OC)cc1)cc(cc3)C. The result is 0 (inactive). (4) The drug is O(C(CN1CCCC1)C)C(=O)c1cc(ccc1)C. The result is 0 (inactive).